From a dataset of NCI-60 drug combinations with 297,098 pairs across 59 cell lines. Regression. Given two drug SMILES strings and cell line genomic features, predict the synergy score measuring deviation from expected non-interaction effect. (1) Drug 1: CC1OCC2C(O1)C(C(C(O2)OC3C4COC(=O)C4C(C5=CC6=C(C=C35)OCO6)C7=CC(=C(C(=C7)OC)O)OC)O)O. Drug 2: C1=CN(C=N1)CC(O)(P(=O)(O)O)P(=O)(O)O. Cell line: MDA-MB-435. Synergy scores: CSS=-3.68, Synergy_ZIP=-1.74, Synergy_Bliss=-5.71, Synergy_Loewe=-15.5, Synergy_HSA=-9.23. (2) Drug 1: CC1=CC2C(CCC3(C2CCC3(C(=O)C)OC(=O)C)C)C4(C1=CC(=O)CC4)C. Drug 2: COC1=C2C(=CC3=C1OC=C3)C=CC(=O)O2. Cell line: M14. Synergy scores: CSS=-4.02, Synergy_ZIP=3.53, Synergy_Bliss=1.31, Synergy_Loewe=-1.71, Synergy_HSA=-3.56.